From a dataset of Full USPTO retrosynthesis dataset with 1.9M reactions from patents (1976-2016). Predict the reactants needed to synthesize the given product. Given the product [F:37][C:26]1[CH:25]=[C:24]([NH:23][C:20]2[N:19]=[C:18]3[CH:6]([C:7]4[CH:12]=[CH:11][C:10]([O:13][C:14]([F:17])([F:16])[F:15])=[CH:9][CH:8]=4)[CH2:5][CH2:4][CH2:3][CH2:2][N:22]3[N:21]=2)[CH:29]=[C:28]([F:30])[C:27]=1[N:31]1[CH:35]=[N:34][C:33]([CH3:36])=[N:32]1, predict the reactants needed to synthesize it. The reactants are: Cl[CH2:2][CH2:3][CH2:4][CH2:5][CH:6]([C:18]1[NH:22][N:21]=[C:20]([NH:23][C:24]2[CH:29]=[C:28]([F:30])[C:27]([N:31]3[CH:35]=[N:34][C:33]([CH3:36])=[N:32]3)=[C:26]([F:37])[CH:25]=2)[N:19]=1)[C:7]1[CH:12]=[CH:11][C:10]([O:13][C:14]([F:17])([F:16])[F:15])=[CH:9][CH:8]=1.[I-].[Na+].C(N(C(C)C)CC)(C)C.